Dataset: Forward reaction prediction with 1.9M reactions from USPTO patents (1976-2016). Task: Predict the product of the given reaction. Given the reactants [CH3:1][C:2]([C:5]1[CH:6]=[CH:7][C:8]([CH:11]([OH:35])[CH2:12][CH2:13][CH2:14][N:15]2[CH2:20][CH2:19][CH:18]([C:21]([OH:34])([C:28]3[CH:29]=[CH:30][CH:31]=[CH:32][CH:33]=3)[C:22]3[CH:23]=[CH:24][CH:25]=[CH:26][CH:27]=3)[CH2:17][CH2:16]2)=[CH:9][CH:10]=1)([CH3:4])[CH3:3].[CH3:4][C:2]([C:5]1[CH:6]=[CH:7][C:8]([CH:11]([OH:35])[CH2:12][CH2:13][CH2:14][N:15]2[CH2:20][CH2:19][CH:18]([C:21]([OH:34])([C:28]3[CH:33]=[CH:32][CH:31]=[CH:30][CH:29]=3)[C:22]3[CH:27]=[CH:26][CH:25]=[CH:24][CH:23]=3)[CH2:17][CH2:16]2)=[CH:9][CH:10]=1)([CH3:1])[CH3:3].C1C=C2C=CC3OP(O)(=O)OC4C=CC5C(C=4C=3C2=CC=1)=CC=CC=5, predict the reaction product. The product is: [CH3:4][C:2]([C:5]1[CH:6]=[CH:7][C:8]([C@H:11]([OH:35])[CH2:12][CH2:13][CH2:14][N:15]2[CH2:20][CH2:19][CH:18]([C:21]([OH:34])([C:28]3[CH:33]=[CH:32][CH:31]=[CH:30][CH:29]=3)[C:22]3[CH:27]=[CH:26][CH:25]=[CH:24][CH:23]=3)[CH2:17][CH2:16]2)=[CH:9][CH:10]=1)([CH3:1])[CH3:3].